Dataset: Forward reaction prediction with 1.9M reactions from USPTO patents (1976-2016). Task: Predict the product of the given reaction. (1) Given the reactants [CH2:1]([O:8][C:9]1[CH:17]=[CH:16][C:12]([C:13]([OH:15])=O)=[C:11]([CH2:18][C:19]([OH:21])=[O:20])[CH:10]=1)[C:2]1[CH:7]=[CH:6][CH:5]=[CH:4][CH:3]=1, predict the reaction product. The product is: [CH2:1]([O:8][C:9]1[CH:10]=[C:11]2[C:12](=[CH:16][CH:17]=1)[C:13](=[O:15])[O:21][C:19](=[O:20])[CH2:18]2)[C:2]1[CH:3]=[CH:4][CH:5]=[CH:6][CH:7]=1. (2) Given the reactants Br[C:2]1[CH:21]=[CH:20][C:5]([CH2:6][O:7][CH2:8][C@@H:9]2[CH2:11][C@@H:10]2[CH:12]2[CH2:17][CH2:16][N:15]([C:18]#[N:19])[CH2:14][CH2:13]2)=[CH:4][CH:3]=1.[CH3:22][S:23]([O-:25])=[O:24].[Na+].C1C=CC=CC=1.CNCCNC, predict the reaction product. The product is: [CH3:22][S:23]([C:2]1[CH:21]=[CH:20][C:5]([CH2:6][O:7][CH2:8][C@@H:9]2[CH2:11][C@@H:10]2[CH:12]2[CH2:17][CH2:16][N:15]([C:18]#[N:19])[CH2:14][CH2:13]2)=[CH:4][CH:3]=1)(=[O:25])=[O:24]. (3) Given the reactants [F:1][C:2]1[C:9]([F:10])=[CH:8][C:7]([N+:11]([O-])=O)=[CH:6][C:3]=1[C:4]#[N:5].C(O)(=O)C, predict the reaction product. The product is: [NH2:11][C:7]1[CH:8]=[C:9]([F:10])[C:2]([F:1])=[C:3]([CH:6]=1)[C:4]#[N:5]. (4) Given the reactants [NH2:1][C@H:2]1[CH2:7][CH2:6][C@H:5]([NH2:8])[CH2:4][CH2:3]1.Cl[C:10]1[N:18]=[C:17]2[C:13]([N:14]=[CH:15][NH:16]2)=[C:12]([NH:19][C:20]2[CH:28]=[CH:27][C:23]([C:24]([NH2:26])=[O:25])=[CH:22][CH:21]=2)[N:11]=1, predict the reaction product. The product is: [NH2:1][C@H:2]1[CH2:7][CH2:6][C@H:5]([NH:8][C:10]2[N:18]=[C:17]3[C:13]([N:14]=[CH:15][NH:16]3)=[C:12]([NH:19][C:20]3[CH:21]=[CH:22][C:23]([C:24]([NH2:26])=[O:25])=[CH:27][CH:28]=3)[N:11]=2)[CH2:4][CH2:3]1.